This data is from Catalyst prediction with 721,799 reactions and 888 catalyst types from USPTO. The task is: Predict which catalyst facilitates the given reaction. (1) Reactant: [C:1]([C:3]1[CH:4]=[C:5]([C:22]2[CH:23]=[CH:24][C:25]([C:28]([O:30]C)=[O:29])=[N:26][CH:27]=2)[CH:6]=[CH:7][C:8]=1[O:9][CH2:10][CH:11]1[CH2:16][CH2:15][N:14]([CH2:17][C:18]([F:21])([CH3:20])[CH3:19])[CH2:13][CH2:12]1)#[N:2].O[Li].O. Product: [C:1]([C:3]1[CH:4]=[C:5]([C:22]2[CH:23]=[CH:24][C:25]([C:28]([OH:30])=[O:29])=[N:26][CH:27]=2)[CH:6]=[CH:7][C:8]=1[O:9][CH2:10][CH:11]1[CH2:16][CH2:15][N:14]([CH2:17][C:18]([F:21])([CH3:20])[CH3:19])[CH2:13][CH2:12]1)#[N:2]. The catalyst class is: 20. (2) Reactant: [F:1][C:2]1[CH:7]=[CH:6][C:5]([C:8]2[CH:16]=[CH:15][C:11]([C:12]([OH:14])=O)=[CH:10][CH:9]=2)=[CH:4][CH:3]=1.CN(C(ON1N=NC2C=CC=NC1=2)=[N+](C)C)C.F[P-](F)(F)(F)(F)F.[CH3:41][N:42]([CH3:57])[CH2:43][CH2:44][N:45]([CH3:56])[C:46]1[S:47][C:48]2[CH:54]=[C:53]([NH2:55])[CH:52]=[CH:51][C:49]=2[N:50]=1.CCN(C(C)C)C(C)C. Product: [CH3:41][N:42]([CH3:57])[CH2:43][CH2:44][N:45]([CH3:56])[C:46]1[S:47][C:48]2[CH:54]=[C:53]([NH:55][C:12]([C:11]3[CH:10]=[CH:9][C:8]([C:5]4[CH:4]=[CH:3][C:2]([F:1])=[CH:7][CH:6]=4)=[CH:16][CH:15]=3)=[O:14])[CH:52]=[CH:51][C:49]=2[N:50]=1. The catalyst class is: 61. (3) Product: [O:19]=[C:18]([N:1]1[CH2:5][CH2:4][CH2:3][CH2:2]1)[CH2:17][NH:16][C:6](=[O:7])[O:8][CH2:9][C:10]1[CH:11]=[CH:12][CH:13]=[CH:14][CH:15]=1. Reactant: [NH:1]1[CH2:5][CH2:4][CH2:3][CH2:2]1.[C:6]([NH:16][CH2:17][C:18](O)=[O:19])([O:8][CH2:9][C:10]1[CH:15]=[CH:14][CH:13]=[CH:12][CH:11]=1)=[O:7].C1C=NC2N(O)N=NC=2C=1.CN1CCOCC1.C(Cl)CCl. The catalyst class is: 4. (4) Reactant: Br[CH2:2][C:3]([N:5]1[C@H:9]([C:10]2[CH:15]=[CH:14][CH:13]=[CH:12][CH:11]=2)[CH2:8][O:7][C:6]1=[O:16])=[O:4].[P:17]([O:22]C)([O:20][CH3:21])[O:18][CH3:19]. Product: [O:4]=[C:3]([N:5]1[C@H:9]([C:10]2[CH:15]=[CH:14][CH:13]=[CH:12][CH:11]=2)[CH2:8][O:7][C:6]1=[O:16])[CH2:2][P:17](=[O:22])([O:20][CH3:21])[O:18][CH3:19]. The catalyst class is: 11. (5) Reactant: [O:1]=[C:2]1[NH:11][CH2:10][C@@H:9]2[C@H:4]([CH2:5][CH2:6][CH2:7][CH2:8]2)[N:3]1[CH:12]1[CH2:17][CH2:16][N:15]([CH:18]2[CH2:23][CH2:22][N:21](C(OC(C)(C)C)=O)[CH2:20][CH2:19]2)[CH2:14][CH2:13]1. Product: [NH:21]1[CH2:22][CH2:23][CH:18]([N:15]2[CH2:14][CH2:13][CH:12]([N:3]3[C@@H:4]4[C@H:9]([CH2:8][CH2:7][CH2:6][CH2:5]4)[CH2:10][NH:11][C:2]3=[O:1])[CH2:17][CH2:16]2)[CH2:19][CH2:20]1. The catalyst class is: 89.